This data is from Forward reaction prediction with 1.9M reactions from USPTO patents (1976-2016). The task is: Predict the product of the given reaction. (1) Given the reactants [C:1]([O:5][C:6]([NH:8][C@H:9]([C:12]([O:14][CH3:15])=[O:13])[CH2:10]I)=[O:7])([CH3:4])([CH3:3])[CH3:2].[Cl:16][C:17]1[CH:22]=[CH:21][C:20]([CH2:23][C:24](=[O:26])[CH3:25])=[CH:19][CH:18]=1.C(=O)([O-])[O-].[Cs+].[Cs+].CCOC(C)=O, predict the reaction product. The product is: [C:1]([O:5][C:6]([NH:8][CH:9]([CH2:10][CH:23]([C:20]1[CH:21]=[CH:22][C:17]([Cl:16])=[CH:18][CH:19]=1)[C:24](=[O:26])[CH3:25])[C:12]([O:14][CH3:15])=[O:13])=[O:7])([CH3:4])([CH3:3])[CH3:2]. (2) Given the reactants C([O:5][C:6](=[O:36])[C:7]1[CH:12]=[CH:11][C:10]([CH2:13][CH:14]([C:20]2[CH:25]=[CH:24][C:23]([C:26]3[CH2:31][CH2:30][C@@H:29]([C:32]([CH3:35])([CH3:34])[CH3:33])[CH2:28][CH:27]=3)=[CH:22][CH:21]=2)[C:15]([O:17]CC)=[O:16])=[CH:9][CH:8]=1)(C)(C)C.[OH-].[Li+].OP([O-])(O)=O.[K+], predict the reaction product. The product is: [C:32]([C@@H:29]1[CH2:30][CH2:31][C:26]([C:23]2[CH:24]=[CH:25][C:20]([CH:14]([C:15]([OH:17])=[O:16])[CH2:13][C:10]3[CH:9]=[CH:8][C:7]([C:6]([OH:36])=[O:5])=[CH:12][CH:11]=3)=[CH:21][CH:22]=2)=[CH:27][CH2:28]1)([CH3:35])([CH3:33])[CH3:34]. (3) Given the reactants Br[C:2]1[CH:3]=[C:4]([NH:11][C:12]2[CH:24]=[C:15]3[CH2:16][N:17]([CH2:20][CH2:21][O:22][CH3:23])[CH2:18][CH2:19][N:14]3[N:13]=2)[C:5](=[O:10])[N:6]([CH3:9])[C:7]=1[CH3:8].[C:25]([O:28][CH2:29][C:30]1[C:31]([N:45]2[CH2:56][CH2:55][N:54]3[C:47](=[CH:48][C:49]4[CH2:50][C:51]([CH3:58])([CH3:57])[CH2:52][C:53]=43)[C:46]2=[O:59])=[N:32][CH:33]=[CH:34][C:35]=1B1OC(C)(C)C(C)(C)O1)(=[O:27])[CH3:26].[O-]P([O-])([O-])=O.[K+].[K+].[K+].C([O-])(=O)C.[Na+], predict the reaction product. The product is: [C:25]([O:28][CH2:29][C:30]1[C:31]([N:45]2[CH2:56][CH2:55][N:54]3[C:47](=[CH:48][C:49]4[CH2:50][C:51]([CH3:58])([CH3:57])[CH2:52][C:53]=43)[C:46]2=[O:59])=[N:32][CH:33]=[CH:34][C:35]=1[C:2]1[CH:3]=[C:4]([NH:11][C:12]2[CH:24]=[C:15]3[CH2:16][N:17]([CH2:20][CH2:21][O:22][CH3:23])[CH2:18][CH2:19][N:14]3[N:13]=2)[C:5](=[O:10])[N:6]([CH3:9])[C:7]=1[CH3:8])(=[O:27])[CH3:26].